This data is from Catalyst prediction with 721,799 reactions and 888 catalyst types from USPTO. The task is: Predict which catalyst facilitates the given reaction. (1) Reactant: [S:1]1[C:5]2[CH:6]=[CH:7][C:8]([OH:10])=[CH:9][C:4]=2[N:3]=[CH:2]1.[Br:11][CH2:12][CH2:13][CH2:14]Br.C([O-])([O-])=O.[K+].[K+]. Product: [Br:11][CH2:12][CH2:13][CH2:14][O:10][C:8]1[CH:7]=[CH:6][C:5]2[S:1][CH:2]=[N:3][C:4]=2[CH:9]=1. The catalyst class is: 14. (2) Reactant: Br[CH2:2][C:3](=O)[CH:4]([CH3:6])[CH3:5].[NH2:8][C:9]([NH2:11])=[S:10].C(=O)([O-])[O-].[Na+].[Na+]. Product: [CH:4]([C:3]1[N:8]=[C:9]([NH2:11])[S:10][CH:2]=1)([CH3:6])[CH3:5]. The catalyst class is: 8. (3) Reactant: [CH:1]1([C:4]2[CH:9]=[CH:8][C:7]([NH:10][C:11](=[O:17])[O:12][C:13]([CH3:16])([CH3:15])[CH3:14])=[C:6]([CH3:18])[CH:5]=2)[CH2:3][CH2:2]1.C([Li])(CC)C.CON(C)[C:27](=[O:34])[C:28]1[CH:33]=[CH:32][CH:31]=[CH:30][CH:29]=1. Product: [C:13]([O:12][C:11](=[O:17])[NH:10][C:7]1[CH:8]=[CH:9][C:4]([CH:1]2[CH2:2][CH2:3]2)=[CH:5][C:6]=1[CH2:18][C:27](=[O:34])[C:28]1[CH:33]=[CH:32][CH:31]=[CH:30][CH:29]=1)([CH3:14])([CH3:15])[CH3:16]. The catalyst class is: 7.